This data is from Reaction yield outcomes from USPTO patents with 853,638 reactions. The task is: Predict the reaction yield, written as a fraction of the theoretical maximum amount of product (1.0 means a 100% yield; for example, 0.34 means a 34% yield). (1) The reactants are [CH:1]1([C:5]2[O:9][N:8]=[C:7]([C:10]3[C:15]([Cl:16])=[CH:14][CH:13]=[CH:12][C:11]=3[Cl:17])[C:6]=2[C:18](OCC)=[O:19])[CH2:4][CH2:3][CH2:2]1.[H-].C([Al+]CC(C)C)C(C)C.C1(C)C=CC=CC=1. The catalyst is C1COCC1. The product is [CH:1]1([C:5]2[O:9][N:8]=[C:7]([C:10]3[C:11]([Cl:17])=[CH:12][CH:13]=[CH:14][C:15]=3[Cl:16])[C:6]=2[CH2:18][OH:19])[CH2:2][CH2:3][CH2:4]1. The yield is 0.980. (2) The reactants are [OH:1][C:2]1[CH:3]=[C:4]([C:9]2([C:12]([OH:14])=[O:13])[CH2:11][CH2:10]2)[CH:5]=[CH:6][C:7]=1[OH:8].[CH3:15]C1C=CC(S(O)(=O)=O)=CC=1. The catalyst is CO. The product is [OH:1][C:2]1[CH:3]=[C:4]([C:9]2([C:12]([O:14][CH3:15])=[O:13])[CH2:11][CH2:10]2)[CH:5]=[CH:6][C:7]=1[OH:8]. The yield is 0.910. (3) The reactants are Br[C:2]1[CH:7]=[CH:6][C:5]([S:8]([N:11]2[CH2:15][CH2:14][CH2:13][C@@H:12]2[CH2:16][OH:17])(=[O:10])=[O:9])=[CH:4][CH:3]=1.[NH2:18][C:19]1[CH:20]=[C:21](B(O)O)[CH:22]=[CH:23][CH:24]=1.C(=O)([O-])[O-].[K+].[K+].O. The yield is 0.490. The product is [NH2:18][C:19]1[CH:24]=[C:23]([C:2]2[CH:7]=[CH:6][C:5]([S:8]([N:11]3[CH2:15][CH2:14][CH2:13][C@@H:12]3[CH2:16][OH:17])(=[O:10])=[O:9])=[CH:4][CH:3]=2)[CH:22]=[CH:21][CH:20]=1. The catalyst is CN(C=O)C.C1C=CC([P]([Pd]([P](C2C=CC=CC=2)(C2C=CC=CC=2)C2C=CC=CC=2)([P](C2C=CC=CC=2)(C2C=CC=CC=2)C2C=CC=CC=2)[P](C2C=CC=CC=2)(C2C=CC=CC=2)C2C=CC=CC=2)(C2C=CC=CC=2)C2C=CC=CC=2)=CC=1. (4) The reactants are [CH3:1][C:2]1[CH:7]=[C:6]([CH3:8])[CH:5]=[C:4]([CH3:9])[C:3]=1[N:10]=[C:11]=[O:12].[NH2:13][C:14]1[CH:19]=[C:18]([F:20])[CH:17]=[CH:16][C:15]=1[C:21]([NH:23][C@@H:24]([CH:29]1[CH2:33][CH2:32][CH2:31][CH2:30]1)[C:25]([O:27][CH3:28])=[O:26])=[O:22].CCCCCC.C(OCC)(=O)C. The catalyst is N1C=CC=CC=1. The product is [CH:29]1([C@H:24]([NH:23][C:21]([C:15]2[CH:16]=[CH:17][C:18]([F:20])=[CH:19][C:14]=2[NH:13][C:11]([NH:10][C:3]2[C:2]([CH3:1])=[CH:7][C:6]([CH3:8])=[CH:5][C:4]=2[CH3:9])=[O:12])=[O:22])[C:25]([O:27][CH3:28])=[O:26])[CH2:33][CH2:32][CH2:31][CH2:30]1. The yield is 0.850.